From a dataset of NCI-60 drug combinations with 297,098 pairs across 59 cell lines. Regression. Given two drug SMILES strings and cell line genomic features, predict the synergy score measuring deviation from expected non-interaction effect. (1) Drug 1: C1CC(=O)NC(=O)C1N2CC3=C(C2=O)C=CC=C3N. Drug 2: C#CCC(CC1=CN=C2C(=N1)C(=NC(=N2)N)N)C3=CC=C(C=C3)C(=O)NC(CCC(=O)O)C(=O)O. Cell line: RPMI-8226. Synergy scores: CSS=6.32, Synergy_ZIP=-6.13, Synergy_Bliss=-7.03, Synergy_Loewe=-3.72, Synergy_HSA=-3.72. (2) Drug 1: CC1C(C(CC(O1)OC2CC(CC3=C2C(=C4C(=C3O)C(=O)C5=C(C4=O)C(=CC=C5)OC)O)(C(=O)CO)O)N)O.Cl. Drug 2: C1=NNC2=C1C(=O)NC=N2. Cell line: UACC62. Synergy scores: CSS=8.86, Synergy_ZIP=-4.95, Synergy_Bliss=-5.10, Synergy_Loewe=-4.59, Synergy_HSA=-3.10. (3) Drug 1: CNC(=O)C1=CC=CC=C1SC2=CC3=C(C=C2)C(=NN3)C=CC4=CC=CC=N4. Drug 2: CC(C1=C(C=CC(=C1Cl)F)Cl)OC2=C(N=CC(=C2)C3=CN(N=C3)C4CCNCC4)N. Cell line: SK-MEL-5. Synergy scores: CSS=-7.76, Synergy_ZIP=6.79, Synergy_Bliss=5.77, Synergy_Loewe=0.657, Synergy_HSA=-1.72. (4) Drug 1: CC(CN1CC(=O)NC(=O)C1)N2CC(=O)NC(=O)C2. Drug 2: C1=NC2=C(N1)C(=S)N=CN2. Cell line: SK-OV-3. Synergy scores: CSS=9.08, Synergy_ZIP=-10.4, Synergy_Bliss=-16.9, Synergy_Loewe=-34.3, Synergy_HSA=-14.6. (5) Drug 1: CN(C)C1=NC(=NC(=N1)N(C)C)N(C)C. Drug 2: C1CN(CCN1C(=O)CCBr)C(=O)CCBr. Cell line: UACC-257. Synergy scores: CSS=-1.66, Synergy_ZIP=0.671, Synergy_Bliss=1.40, Synergy_Loewe=-4.33, Synergy_HSA=-2.32.